From a dataset of Full USPTO retrosynthesis dataset with 1.9M reactions from patents (1976-2016). Predict the reactants needed to synthesize the given product. (1) Given the product [NH2:12][C:8]1[C:7]([CH3:15])=[C:6]([NH:5][C:4]([N:16]2[CH2:21][CH2:20][N:19]([C:22]([NH:24][C:25]3[CH:30]=[CH:29][CH:28]=[C:27]([F:31])[CH:26]=3)=[O:23])[CH2:18][CH:17]2[CH:32]([CH3:33])[CH3:34])=[N:3][C:1]#[N:2])[CH:11]=[CH:10][CH:9]=1, predict the reactants needed to synthesize it. The reactants are: [C:1]([N:3]=[C:4]([N:16]1[CH2:21][CH2:20][N:19]([C:22]([NH:24][C:25]2[CH:30]=[CH:29][CH:28]=[C:27]([F:31])[CH:26]=2)=[O:23])[CH2:18][CH:17]1[CH:32]([CH3:34])[CH3:33])[NH:5][C:6]1[CH:11]=[CH:10][CH:9]=[C:8]([N+:12]([O-])=O)[C:7]=1[CH3:15])#[N:2]. (2) Given the product [CH2:1]=[CH:2][CH2:3][N:4]1[C@@H:21]2[CH2:22][C:9]3[CH:10]=[CH:11][C:12]([OH:24])=[C:13]4[O:14][C@H:15]5[C:16]([CH2:18][CH2:19][C@:20]2([OH:23])[C@:7]5([C:8]=34)[CH2:6][CH2:5]1)=[O:17].[ClH:25].[CH2:26]=[C:27]1[C@@H:40]2[O:41][C:37]3[C:38]4[C@:39]52[CH2:42][CH2:43][N:44]([CH2:45][CH:46]2[CH2:48][CH2:47]2)[C@H:31]([CH2:32][C:33]=4[CH:34]=[CH:35][C:36]=3[OH:49])[C@:30]5([OH:50])[CH2:29][CH2:28]1, predict the reactants needed to synthesize it. The reactants are: [CH2:1]=[CH:2][CH2:3][N:4]1[C@@H:21]2[CH2:22][C:9]3[CH:10]=[CH:11][C:12]([OH:24])=[C:13]4[O:14][C@H:15]5[C:16]([CH2:18][CH2:19][C@:20]2([OH:23])[C@:7]5([C:8]=34)[CH2:6][CH2:5]1)=[O:17].[ClH:25].[CH2:26]=[C:27]1[C@@H:40]2[O:41][C:37]3[C:38]4[C@:39]52[CH2:42][CH2:43][N:44]([CH2:45][CH:46]2[CH2:48][CH2:47]2)[C@H:31]([CH2:32][C:33]=4[CH:34]=[CH:35][C:36]=3[OH:49])[C@:30]5([OH:50])[CH2:29][CH2:28]1.